This data is from Full USPTO retrosynthesis dataset with 1.9M reactions from patents (1976-2016). The task is: Predict the reactants needed to synthesize the given product. (1) Given the product [CH3:8][O:7][CH2:6][CH2:5][CH2:4][CH2:3][CH2:20][C@H:21]1[CH2:30][CH2:29][C:28]2[CH:27]=[C:26]([C@H:31]3[CH2:40][CH2:39][C@@:33]4([NH:37][C:36](=[O:38])[O:35][CH2:34]4)[CH2:32]3)[CH:25]=[CH:24][C:23]=2[CH2:22]1, predict the reactants needed to synthesize it. The reactants are: [Mg].Br[CH2:3][CH2:4][CH2:5][CH2:6][O:7][CH3:8].CC1C=CC(S(O[CH2:20][C@H:21]2[CH2:30][CH2:29][C:28]3[C:23](=[CH:24][CH:25]=[C:26]([C@H:31]4[CH2:40][CH2:39][C@@:33]5([NH:37][C:36](=[O:38])[O:35][CH2:34]5)[CH2:32]4)[CH:27]=3)[CH2:22]2)(=O)=O)=CC=1.[NH4+].[Cl-]. (2) Given the product [CH:8]1([C:6]2[CH:5]=[CH:4][N:3]=[C:2]([NH:12][C:13]3[CH:14]=[C:15]([C:20]4[S:24][C:23]([N:25]5[CH2:31][CH2:30][CH2:29][NH:28][C:27](=[O:32])[CH2:26]5)=[N:22][CH:21]=4)[CH:16]=[C:17]([CH3:19])[CH:18]=3)[N:7]=2)[CH2:11][CH2:10][CH2:9]1, predict the reactants needed to synthesize it. The reactants are: Cl[C:2]1[N:7]=[C:6]([CH:8]2[CH2:11][CH2:10][CH2:9]2)[CH:5]=[CH:4][N:3]=1.[NH2:12][C:13]1[CH:14]=[C:15]([C:20]2[S:24][C:23]([N:25]3[CH2:31][CH2:30][CH2:29][NH:28][C:27](=[O:32])[CH2:26]3)=[N:22][CH:21]=2)[CH:16]=[C:17]([CH3:19])[CH:18]=1.CC(C1C=C(C(C)C)C(C2C=CC=CC=2P(C2CCCCC2)C2CCCCC2)=C(C(C)C)C=1)C.C(=O)([O-])[O-].[K+].[K+].